Dataset: Reaction yield outcomes from USPTO patents with 853,638 reactions. Task: Predict the reaction yield, written as a fraction of the theoretical maximum amount of product (1.0 means a 100% yield; for example, 0.34 means a 34% yield). (1) The reactants are [CH3:1][O:2][C:3]([C:5]1([CH2:17][O:18][CH3:19])[CH2:9][CH2:8][N:7](CC2C=CC=CC=2)[CH2:6]1)=[O:4].C([O-])=O.[NH4+]. The catalyst is [Pd].CO. The product is [CH3:1][O:2][C:3]([C:5]1([CH2:17][O:18][CH3:19])[CH2:9][CH2:8][NH:7][CH2:6]1)=[O:4]. The yield is 0.570. (2) The reactants are [C:1]([C:5]1[N:10]=[CH:9][C:8]([CH2:11][CH2:12][OH:13])=[CH:7][CH:6]=1)([CH3:4])([CH3:3])[CH3:2].[C:14]1([CH3:24])[CH:19]=[CH:18][C:17]([S:20](Cl)(=[O:22])=[O:21])=[CH:16][CH:15]=1. The catalyst is C(Cl)Cl. The product is [CH3:24][C:14]1[CH:19]=[CH:18][C:17]([S:20]([O:13][CH2:12][CH2:11][C:8]2[CH:9]=[N:10][C:5]([C:1]([CH3:4])([CH3:2])[CH3:3])=[CH:6][CH:7]=2)(=[O:22])=[O:21])=[CH:16][CH:15]=1. The yield is 0.660. (3) The reactants are C([NH:9][C:10]([NH:12][C:13]1[CH:18]=[C:17]([CH:19]2[CH2:24][CH2:23][O:22][CH2:21][CH2:20]2)[CH:16]=[CH:15][C:14]=1[O:25][CH3:26])=[S:11])(=O)C1C=CC=CC=1.C[O-].[Na+]. The catalyst is CO. The product is [CH3:26][O:25][C:14]1[CH:15]=[CH:16][C:17]([CH:19]2[CH2:20][CH2:21][O:22][CH2:23][CH2:24]2)=[CH:18][C:13]=1[NH:12][C:10]([NH2:9])=[S:11]. The yield is 0.810. (4) The reactants are C(OC([N:8]1[C:12]2[CH:13]=[CH:14][C:15]([Cl:17])=[CH:16][C:11]=2[N:10]=[C:9]1[CH:18]([NH:24][C:25](=[O:40])[C:26]1[CH:31]=[CH:30][C:29]([C:32]([N:34]2[CH2:38][CH2:37][CH2:36][CH2:35]2)=[O:33])=[C:28]([CH3:39])[CH:27]=1)[CH2:19][CH2:20][C:21](O)=[O:22])=O)(C)(C)C.CN(C(ON1N=NC2C=CC=CC1=2)=[N+](C)C)C.[B-](F)(F)(F)F.C(N(C(C)C)CC)(C)C.[NH:72]1[CH2:77][CH2:76][S:75](=[O:79])(=[O:78])[CH2:74][CH2:73]1.FC(F)(F)C(O)=O.ClCl. The catalyst is C(#N)C.C(OCC)(=O)C.C(O)C. The product is [Cl:17][C:15]1[CH:14]=[CH:13][C:12]2[NH:8][C:9]([C@@H:18]([NH:24][C:25](=[O:40])[C:26]3[CH:31]=[CH:30][C:29]([C:32]([N:34]4[CH2:35][CH2:36][CH2:37][CH2:38]4)=[O:33])=[C:28]([CH3:39])[CH:27]=3)[CH2:19][CH2:20][C:21]([N:72]3[CH2:77][CH2:76][S:75](=[O:79])(=[O:78])[CH2:74][CH2:73]3)=[O:22])=[N:10][C:11]=2[CH:16]=1. The yield is 0.690. (5) The reactants are C([CH:8]([NH:12][CH2:13][CH2:14][O:15][CH2:16][CH2:17][O:18][CH3:19])[C:9]([O-:11])=[O:10])C1C=CC=CC=1. The catalyst is [Pd].CO. The product is [CH3:19][O:18][CH2:17][CH2:16][O:15][CH2:14][CH2:13][NH:12][CH2:8][C:9]([OH:11])=[O:10]. The yield is 0.950. (6) The reactants are [Br:1][C:2]1[CH:3]=[N:4][N:5]([C:7](Br)([F:9])[F:8])[CH:6]=1.[F-:11].[K+]. The catalyst is C(OC(C)C)(C)C. The product is [Br:1][C:2]1[CH:3]=[N:4][N:5]([C:7]([F:9])([F:11])[F:8])[CH:6]=1. The yield is 0.550. (7) The reactants are [F:1][C:2]1[N:10]=[CH:9][CH:8]=[CH:7][C:3]=1[C:4](O)=[O:5].S(Cl)([Cl:13])=O. No catalyst specified. The product is [F:1][C:2]1[N:10]=[CH:9][CH:8]=[CH:7][C:3]=1[C:4]([Cl:13])=[O:5]. The yield is 0.787. (8) The product is [CH:10]([C:9]1[CH:12]=[CH:13][C:6]([N:1]2[CH:5]=[N:4][CH:3]=[N:2]2)=[CH:7][CH:8]=1)=[CH2:14]. The reactants are [N:1]1([C:6]2[CH:13]=[CH:12][C:9]([CH:10]=O)=[CH:8][CH:7]=2)[CH:5]=[N:4][CH:3]=[N:2]1.[C:14]([O-])([O-])=O.[K+].[K+]. The catalyst is O1CCOCC1.[Br-].C[P+](C1C=CC=CC=1)(C1C=CC=CC=1)C1C=CC=CC=1. The yield is 0.630. (9) The reactants are [Br:1][C:2]1[CH:7]=[C:6](I)[CH:5]=[CH:4][N:3]=1.C[Si](C)(C)[C:11]#[C:12][CH3:13].C(N(CC)CC)C.[F-].C([N+](CCCC)(CCCC)CCCC)CCC. The catalyst is C1(C)C=CC=CC=1.[Cu]I.C1C=CC([P]([Pd]([P](C2C=CC=CC=2)(C2C=CC=CC=2)C2C=CC=CC=2)([P](C2C=CC=CC=2)(C2C=CC=CC=2)C2C=CC=CC=2)[P](C2C=CC=CC=2)(C2C=CC=CC=2)C2C=CC=CC=2)(C2C=CC=CC=2)C2C=CC=CC=2)=CC=1. The product is [Br:1][C:2]1[CH:7]=[C:6]([C:11]#[C:12][CH3:13])[CH:5]=[CH:4][N:3]=1. The yield is 0.870.